Dataset: Full USPTO retrosynthesis dataset with 1.9M reactions from patents (1976-2016). Task: Predict the reactants needed to synthesize the given product. The reactants are: [C:1]([C:3]1[C:8]([CH3:9])=[CH:7][CH:6]=[CH:5][C:4]=1[S:10](Cl)(=[O:12])=[O:11])#[N:2].[NH:14]1[CH:18]=[N:17][CH:16]=[N:15]1.C(N(CC)CC)C.[Cl-].[NH4+]. Given the product [CH3:9][C:8]1[CH:7]=[CH:6][CH:5]=[C:4]([S:10]([N:14]2[CH:18]=[N:17][CH:16]=[N:15]2)(=[O:12])=[O:11])[C:3]=1[C:1]#[N:2], predict the reactants needed to synthesize it.